Dataset: Catalyst prediction with 721,799 reactions and 888 catalyst types from USPTO. Task: Predict which catalyst facilitates the given reaction. (1) The catalyst class is: 481. Reactant: [Cl:1][C:2]1[CH:26]=[C:25]([Cl:27])[CH:24]=[CH:23][C:3]=1[CH2:4][N:5]1[C:9](/[CH:10]=[CH:11]/[C:12]([O:14][CH2:15][CH3:16])=[O:13])=[CH:8][C:7]([C:17]2[CH:22]=[CH:21][CH:20]=[CH:19][CH:18]=2)=[N:6]1. Product: [Cl:1][C:2]1[CH:26]=[C:25]([Cl:27])[CH:24]=[CH:23][C:3]=1[CH2:4][N:5]1[C:9]([CH2:10][CH2:11][C:12]([O:14][CH2:15][CH3:16])=[O:13])=[CH:8][C:7]([C:17]2[CH:18]=[CH:19][CH:20]=[CH:21][CH:22]=2)=[N:6]1. (2) The catalyst class is: 1. Product: [C:1]([NH:4][NH:5][C:6]([C:8]1[C:9]([NH2:16])=[N:10][CH:11]=[N:12][C:13]=1[Cl:14])=[O:7])(=[O:3])[CH3:2]. Reactant: [C:1]([NH:4][NH:5][C:6]([C:8]1[C:9](Cl)=[N:10][CH:11]=[N:12][C:13]=1[Cl:14])=[O:7])(=[O:3])[CH3:2].[NH3:16].